This data is from Catalyst prediction with 721,799 reactions and 888 catalyst types from USPTO. The task is: Predict which catalyst facilitates the given reaction. (1) Reactant: [Cl:1][C:2]1[CH:7]=[C:6]([C:8]([O:17][Si](CC)(CC)CC)([C:13]([F:16])([F:15])[F:14])[C:9]([F:12])([F:11])[F:10])[CH:5]=[CH:4][C:3]=1[NH:25][CH2:26][CH3:27].CCN(C(C)C)C(C)C.[C:37]1([CH2:43][CH2:44][C:45](Cl)=[O:46])[CH:42]=[CH:41][CH:40]=[CH:39][CH:38]=1.CCCC[N+](CCCC)(CCCC)CCCC.[F-]. Product: [Cl:1][C:2]1[CH:7]=[C:6]([C:8]([OH:17])([C:9]([F:11])([F:12])[F:10])[C:13]([F:14])([F:15])[F:16])[CH:5]=[CH:4][C:3]=1[N:25]([CH2:26][CH3:27])[C:45](=[O:46])[CH2:44][CH2:43][C:37]1[CH:42]=[CH:41][CH:40]=[CH:39][CH:38]=1. The catalyst class is: 168. (2) The catalyst class is: 7. Reactant: [CH2:1]([O:3][CH:4]([O:6][CH2:7][CH2:8][C:9]#[CH:10])[CH3:5])[CH3:2].C([Li])CCC.Cl[C:17]([O:19][CH2:20][C:21]1[CH:26]=[CH:25][CH:24]=[CH:23][CH:22]=1)=[O:18]. Product: [CH2:1]([O:3][CH:4]([O:6][CH2:7][CH2:8][C:9]#[C:10][C:17]([O:19][CH2:20][C:21]1[CH:26]=[CH:25][CH:24]=[CH:23][CH:22]=1)=[O:18])[CH3:5])[CH3:2]. (3) Reactant: [O:1]=[C:2]1[CH2:7][O:6][C:5]2[N:8]=[C:9]([C:18]3[CH:32]=[CH:31][C:21]([CH2:22][NH:23][C:24](=[O:30])[O:25][C:26]([CH3:29])([CH3:28])[CH3:27])=[CH:20][CH:19]=3)[C:10]([C:12]3[CH:17]=[CH:16][CH:15]=[CH:14][CH:13]=3)=[CH:11][C:4]=2[NH:3]1.Br[CH2:34][C:35]#[N:36].C(=O)([O-])[O-].[K+].[K+]. The catalyst class is: 18. Product: [C:35]([CH2:34][N:3]1[C:2](=[O:1])[CH2:7][O:6][C:5]2[N:8]=[C:9]([C:18]3[CH:19]=[CH:20][C:21]([CH2:22][NH:23][C:24](=[O:30])[O:25][C:26]([CH3:27])([CH3:28])[CH3:29])=[CH:31][CH:32]=3)[C:10]([C:12]3[CH:13]=[CH:14][CH:15]=[CH:16][CH:17]=3)=[CH:11][C:4]1=2)#[N:36]. (4) Reactant: [Br:1][C:2]1[CH:7]=[C:6]([O:8][C:9]2[CH:14]=[CH:13][CH:12]=[CH:11][CH:10]=2)[CH:5]=[CH:4][C:3]=1[CH2:15][CH2:16][OH:17].C(N(C(C)C)CC)(C)C.Cl[CH2:28][O:29][CH3:30]. Product: [Br:1][C:2]1[CH:7]=[C:6]([O:8][C:9]2[CH:14]=[CH:13][CH:12]=[CH:11][CH:10]=2)[CH:5]=[CH:4][C:3]=1[CH2:15][CH2:16][O:17][CH2:28][O:29][CH3:30]. The catalyst class is: 2. (5) Reactant: [Cl:1][CH2:2][CH:3]([C:5]1[CH:6]=[CH:7][C:8]2[NH:14][C:13](=[O:15])[CH2:12][CH2:11][CH2:10][C:9]=2[CH:16]=1)[OH:4].N1C=CN=C1.[Si:22](Cl)([C:25]([CH3:28])([CH3:27])[CH3:26])([CH3:24])[CH3:23]. Product: [Si:22]([O:4][CH:3]([C:5]1[CH:6]=[CH:7][C:8]2[NH:14][C:13](=[O:15])[CH2:12][CH2:11][CH2:10][C:9]=2[CH:16]=1)[CH2:2][Cl:1])([C:25]([CH3:28])([CH3:27])[CH3:26])([CH3:24])[CH3:23]. The catalyst class is: 3.